Dataset: Peptide-MHC class I binding affinity with 185,985 pairs from IEDB/IMGT. Task: Regression. Given a peptide amino acid sequence and an MHC pseudo amino acid sequence, predict their binding affinity value. This is MHC class I binding data. (1) The peptide sequence is MQWLTQYYI. The MHC is HLA-A02:01 with pseudo-sequence HLA-A02:01. The binding affinity (normalized) is 0.341. (2) The peptide sequence is YAAEMVEYL. The MHC is HLA-A02:03 with pseudo-sequence HLA-A02:03. The binding affinity (normalized) is 0.933. (3) The peptide sequence is TQLPSKPHY. The MHC is HLA-B08:02 with pseudo-sequence HLA-B08:02. The binding affinity (normalized) is 0.0847. (4) The peptide sequence is AEGSRGGSQA. The MHC is HLA-B44:02 with pseudo-sequence HLA-B44:02. The binding affinity (normalized) is 0.164. (5) The peptide sequence is VTRQIHNPR. The MHC is HLA-B07:02 with pseudo-sequence HLA-B07:02. The binding affinity (normalized) is 0.0847. (6) The binding affinity (normalized) is 0.0847. The MHC is HLA-A80:01 with pseudo-sequence HLA-A80:01. The peptide sequence is SLLHESTLK. (7) The peptide sequence is TISSESLVY. The MHC is HLA-A02:03 with pseudo-sequence HLA-A02:03. The binding affinity (normalized) is 0. (8) The peptide sequence is DLKLVDVKL. The MHC is HLA-A02:19 with pseudo-sequence HLA-A02:19. The binding affinity (normalized) is 0.0847. (9) The peptide sequence is DLSRHSWDL. The MHC is HLA-A30:01 with pseudo-sequence HLA-A30:01. The binding affinity (normalized) is 0.0847.